The task is: Regression. Given two drug SMILES strings and cell line genomic features, predict the synergy score measuring deviation from expected non-interaction effect.. This data is from NCI-60 drug combinations with 297,098 pairs across 59 cell lines. (1) Drug 1: C1=CC(=CC=C1CCC2=CNC3=C2C(=O)NC(=N3)N)C(=O)NC(CCC(=O)O)C(=O)O. Synergy scores: CSS=23.5, Synergy_ZIP=-0.182, Synergy_Bliss=-2.95, Synergy_Loewe=-4.09, Synergy_HSA=-1.91. Drug 2: CC(C1=C(C=CC(=C1Cl)F)Cl)OC2=C(N=CC(=C2)C3=CN(N=C3)C4CCNCC4)N. Cell line: NCI-H460. (2) Cell line: HT29. Drug 1: COC1=NC(=NC2=C1N=CN2C3C(C(C(O3)CO)O)O)N. Synergy scores: CSS=-0.403, Synergy_ZIP=2.88, Synergy_Bliss=3.33, Synergy_Loewe=2.02, Synergy_HSA=-0.00386. Drug 2: C1=NNC2=C1C(=O)NC=N2. (3) Drug 1: CCC1=C2CN3C(=CC4=C(C3=O)COC(=O)C4(CC)O)C2=NC5=C1C=C(C=C5)O. Drug 2: C1CCC(C(C1)N)N.C(=O)(C(=O)[O-])[O-].[Pt+4]. Cell line: SW-620. Synergy scores: CSS=58.6, Synergy_ZIP=-2.45, Synergy_Bliss=-3.27, Synergy_Loewe=3.07, Synergy_HSA=4.77. (4) Drug 1: CC12CCC(CC1=CCC3C2CCC4(C3CC=C4C5=CN=CC=C5)C)O. Drug 2: C1=C(C(=O)NC(=O)N1)F. Cell line: CCRF-CEM. Synergy scores: CSS=9.64, Synergy_ZIP=-19.7, Synergy_Bliss=-28.1, Synergy_Loewe=-29.2, Synergy_HSA=-25.4. (5) Synergy scores: CSS=5.69, Synergy_ZIP=-3.49, Synergy_Bliss=-2.44, Synergy_Loewe=-5.11, Synergy_HSA=-1.61. Drug 1: C1C(C(OC1N2C=C(C(=O)NC2=O)F)CO)O. Drug 2: CC1CCC2CC(C(=CC=CC=CC(CC(C(=O)C(C(C(=CC(C(=O)CC(OC(=O)C3CCCCN3C(=O)C(=O)C1(O2)O)C(C)CC4CCC(C(C4)OC)O)C)C)O)OC)C)C)C)OC. Cell line: UACC62.